Dataset: Forward reaction prediction with 1.9M reactions from USPTO patents (1976-2016). Task: Predict the product of the given reaction. Given the reactants Cl.[CH3:2][O:3][C:4](=[O:24])[CH2:5][C@H:6]1[CH2:11][CH2:10][C@H:9]([C:12]2[CH:17]=[CH:16][C:15]([NH:18][C:19](=[O:23])[CH2:20][CH2:21][NH2:22])=[CH:14][CH:13]=2)[CH2:8][CH2:7]1.CCN=C=NCCCN(C)C.[Cl:36][C:37]1[CH:42]=[C:41]([Cl:43])[CH:40]=[CH:39][C:38]=1[C:44]1[O:45][C:46]([C:52]([F:55])([F:54])[F:53])=[C:47]([C:49](O)=[O:50])[N:48]=1.C1C=CC2N(O)N=NC=2C=1.C(N(C(C)C)C(C)C)C, predict the reaction product. The product is: [CH3:2][O:3][C:4](=[O:24])[CH2:5][C@H:6]1[CH2:7][CH2:8][C@H:9]([C:12]2[CH:13]=[CH:14][C:15]([NH:18][C:19](=[O:23])[CH2:20][CH2:21][NH:22][C:49]([C:47]3[N:48]=[C:44]([C:38]4[CH:39]=[CH:40][C:41]([Cl:43])=[CH:42][C:37]=4[Cl:36])[O:45][C:46]=3[C:52]([F:55])([F:54])[F:53])=[O:50])=[CH:16][CH:17]=2)[CH2:10][CH2:11]1.